This data is from Forward reaction prediction with 1.9M reactions from USPTO patents (1976-2016). The task is: Predict the product of the given reaction. (1) Given the reactants [CH3:1][C:2]1[C:6]2[C:7](=[O:19])[N:8]([CH2:11][CH2:12][N:13]3[CH2:18][CH2:17][O:16][CH2:15][CH2:14]3)[CH2:9][CH2:10][C:5]=2[NH:4][C:3]=1[CH:20]=O.[Cl:22][C:23]1[CH:24]=[C:25]2[C:29](=[CH:30][CH:31]=1)[NH:28][C:27](=[O:32])[CH2:26]2, predict the reaction product. The product is: [Cl:22][C:23]1[CH:24]=[C:25]2[C:29](=[CH:30][CH:31]=1)[NH:28][C:27](=[O:32])[C:26]2=[CH:20][C:3]1[NH:4][C:5]2[CH2:10][CH2:9][N:8]([CH2:11][CH2:12][N:13]3[CH2:14][CH2:15][O:16][CH2:17][CH2:18]3)[C:7](=[O:19])[C:6]=2[C:2]=1[CH3:1]. (2) Given the reactants [C:1]([O:5][C:6]([N:8]1[CH2:13][CH2:12][CH:11]([N:14]([C:18]([C:20]2[CH:25]=[CH:24][C:23](Br)=[CH:22][N:21]=2)=[O:19])[CH:15]2[CH2:17][CH2:16]2)[CH2:10][CH2:9]1)=[O:7])([CH3:4])([CH3:3])[CH3:2].CC1(C)C(C)(C)OB([C:35]2[O:39][C:38]([Si](C(C)C)(C(C)C)C(C)C)=[N:37][CH:36]=2)O1, predict the reaction product. The product is: [C:1]([O:5][C:6]([N:8]1[CH2:13][CH2:12][CH:11]([N:14]([CH:15]2[CH2:17][CH2:16]2)[C:18]([C:20]2[CH:25]=[CH:24][C:23]([C:35]3[O:39][CH:38]=[N:37][CH:36]=3)=[CH:22][N:21]=2)=[O:19])[CH2:10][CH2:9]1)=[O:7])([CH3:4])([CH3:3])[CH3:2]. (3) Given the reactants [C:1]([C:4]1[N:9]=[C:8]2[CH:10]=[CH:11][N:12]([C:13]([O:15][C:16]([CH3:19])([CH3:18])[CH3:17])=[O:14])[C:7]2=[CH:6][CH:5]=1)(=O)[CH3:2].[CH3:20][C:21]([S@:24]([NH2:26])=[O:25])([CH3:23])[CH3:22], predict the reaction product. The product is: [C:21]([S@:24]([N:26]=[C:1]([C:4]1[N:9]=[C:8]2[CH:10]=[CH:11][N:12]([C:13]([O:15][C:16]([CH3:19])([CH3:18])[CH3:17])=[O:14])[C:7]2=[CH:6][CH:5]=1)[CH3:2])=[O:25])([CH3:23])([CH3:22])[CH3:20]. (4) Given the reactants [F:1][C:2]1[CH:7]=[CH:6][C:5](I)=[CH:4][C:3]=1[C@:9]1([CH3:20])[CH2:14][C@@H:13]([C:15]([F:18])([F:17])[F:16])[O:12][C:11]([NH2:19])=[N:10]1.[Cl:21][C:22]1[CH:27]=[CH:26][C:25]([C:28]#[CH:29])=[CH:24][CH:23]=1, predict the reaction product. The product is: [Cl:21][C:22]1[CH:27]=[CH:26][C:25]([C:28]#[C:29][C:5]2[CH:6]=[CH:7][C:2]([F:1])=[C:3]([C@:9]3([CH3:20])[CH2:14][C@@H:13]([C:15]([F:18])([F:17])[F:16])[O:12][C:11]([NH2:19])=[N:10]3)[CH:4]=2)=[CH:24][CH:23]=1. (5) Given the reactants [CH3:1][N:2]1[C:10]2[C:5](=[C:6]([NH:11][C:12]3[N:17]4[N:18]=[CH:19][C:20]([C:21](O)=[O:22])=[C:16]4[N:15]=[CH:14][C:13]=3[C:24]([N:26]3[CH2:31][CH2:30][CH:29]([C:32]4[CH:37]=[CH:36][CH:35]=[CH:34][CH:33]=4)[CH2:28][CH2:27]3)=[O:25])[CH:7]=[CH:8][CH:9]=2)[CH:4]=[CH:3]1.[CH2:38]([S:40]([NH2:43])(=[O:42])=[O:41])[CH3:39], predict the reaction product. The product is: [CH3:1][N:2]1[C:10]2[C:5](=[C:6]([NH:11][C:12]3[N:17]4[N:18]=[CH:19][C:20]([C:21]([NH:43][S:40]([CH2:38][CH3:39])(=[O:42])=[O:41])=[O:22])=[C:16]4[N:15]=[CH:14][C:13]=3[C:24]([N:26]3[CH2:27][CH2:28][CH:29]([C:32]4[CH:37]=[CH:36][CH:35]=[CH:34][CH:33]=4)[CH2:30][CH2:31]3)=[O:25])[CH:7]=[CH:8][CH:9]=2)[CH:4]=[CH:3]1. (6) Given the reactants [F:1][C:2]1[CH:7]=[C:6]([O:8][CH3:9])[CH:5]=[CH:4][C:3]=1[O:10][CH3:11].[Li]CCCC.N#N.Cl[C:20]([O:22][CH2:23]C)=[O:21], predict the reaction product. The product is: [F:1][C:2]1[C:3]([O:10][CH3:11])=[CH:4][CH:5]=[C:6]([O:8][CH3:9])[C:7]=1[C:20]([O:22][CH3:23])=[O:21].